From a dataset of Peptide-MHC class II binding affinity with 134,281 pairs from IEDB. Regression. Given a peptide amino acid sequence and an MHC pseudo amino acid sequence, predict their binding affinity value. This is MHC class II binding data. (1) The MHC is DRB1_0901 with pseudo-sequence DRB1_0901. The binding affinity (normalized) is 0. The peptide sequence is EISTNIRQA. (2) The peptide sequence is SQEYSGSVAAEANVY. The MHC is H-2-IAb with pseudo-sequence H-2-IAb. The binding affinity (normalized) is 0.449. (3) The peptide sequence is ASMVNGVIKILTYPW. The MHC is HLA-DQA10601-DQB10402 with pseudo-sequence HLA-DQA10601-DQB10402. The binding affinity (normalized) is 0. (4) The peptide sequence is CTNAKVTAKGVSEAN. The MHC is DRB1_1501 with pseudo-sequence DRB1_1501. The binding affinity (normalized) is 0.308. (5) The peptide sequence is EEDLNKLRDLNKEVD. The MHC is DRB1_0404 with pseudo-sequence DRB1_0404. The binding affinity (normalized) is 0.0376.